This data is from Full USPTO retrosynthesis dataset with 1.9M reactions from patents (1976-2016). The task is: Predict the reactants needed to synthesize the given product. Given the product [Cl:1][C:2]1[CH:7]=[C:6]([NH:8][C:9]2[CH:14]=[CH:13][C:12]([F:15])=[CH:11][C:10]=2[F:16])[CH:5]=[CH:4][C:3]=1[C:17]([C:19]1[CH:24]=[C:23]([C:25]2[N:26]=[N:27][N:28]([CH2:30][C:31]([NH2:47])=[O:32])[CH:29]=2)[CH:22]=[CH:21][C:20]=1[CH3:39])=[O:18], predict the reactants needed to synthesize it. The reactants are: [Cl:1][C:2]1[CH:7]=[C:6]([NH:8][C:9]2[CH:14]=[CH:13][C:12]([F:15])=[CH:11][C:10]=2[F:16])[CH:5]=[CH:4][C:3]=1[C:17]([C:19]1[CH:24]=[C:23]([C:25]2[N:26]=[N:27][N:28]([CH2:30][CH2:31][O:32]C3CCCCO3)[CH:29]=2)[CH:22]=[CH:21][C:20]=1[CH3:39])=[O:18].ClC1C=C([NH:47]C2C=CC(F)=CC=2F)C=CC=1C(C1C=C(C#C)C=CC=1C)=O.N(CC(N)=O)=[N+]=[N-].